From a dataset of Full USPTO retrosynthesis dataset with 1.9M reactions from patents (1976-2016). Predict the reactants needed to synthesize the given product. Given the product [CH3:38][C:36]1[O:35][N:34]=[C:33]([CH2:32][N:7]2[C:6]3[CH:8]=[C:9]([C:11]4[CH:16]=[CH:15][CH:14]=[CH:13][CH:12]=4)[S:10][C:5]=3[C:4](=[O:17])[N:3]([CH:18]3[CH2:23][CH2:22][N:21]([C:24]([O:26][C:27]([CH3:30])([CH3:29])[CH3:28])=[O:25])[CH2:20][CH2:19]3)[C:2]2=[O:1])[CH:37]=1, predict the reactants needed to synthesize it. The reactants are: [O:1]=[C:2]1[NH:7][C:6]2[CH:8]=[C:9]([C:11]3[CH:16]=[CH:15][CH:14]=[CH:13][CH:12]=3)[S:10][C:5]=2[C:4](=[O:17])[N:3]1[CH:18]1[CH2:23][CH2:22][N:21]([C:24]([O:26][C:27]([CH3:30])([CH3:29])[CH3:28])=[O:25])[CH2:20][CH2:19]1.Cl[CH2:32][C:33]1[CH:37]=[C:36]([CH3:38])[O:35][N:34]=1.C(=O)([O-])[O-].[K+].[K+].